From a dataset of Reaction yield outcomes from USPTO patents with 853,638 reactions. Predict the reaction yield, written as a fraction of the theoretical maximum amount of product (1.0 means a 100% yield; for example, 0.34 means a 34% yield). The reactants are [Cl:1][C:2]1[N:7]=[C:6](Cl)[C:5]([F:9])=[C:4]([C:10]2[CH:15]=[CH:14][CH:13]=[CH:12][CH:11]=2)[N:3]=1.[C:16]([NH2:20])([CH3:19])([CH3:18])[CH3:17].NCC1CCCN1CC. No catalyst specified. The product is [C:16]([NH:20][C:6]1[C:5]([F:9])=[C:4]([C:10]2[CH:15]=[CH:14][CH:13]=[CH:12][CH:11]=2)[N:3]=[C:2]([Cl:1])[N:7]=1)([CH3:19])([CH3:18])[CH3:17]. The yield is 0.410.